From a dataset of Full USPTO retrosynthesis dataset with 1.9M reactions from patents (1976-2016). Predict the reactants needed to synthesize the given product. Given the product [F:15][C:16]1[CH:21]=[C:20]([F:22])[CH:19]=[CH:18][C:17]=1[N:23]1[CH:27]([C:28]2[CH:29]=[CH:30][C:31]([C:2]3[C:3]([CH3:8])=[N:4][CH:5]=[CH:6][CH:7]=3)=[CH:32][CH:33]=2)[CH2:26][C:25]([C:43]([C:49]([F:52])([F:51])[F:50])([C:45]([F:46])([F:47])[F:48])[OH:44])=[N:24]1, predict the reactants needed to synthesize it. The reactants are: Br[C:2]1[C:3]([CH3:8])=[N:4][CH:5]=[CH:6][CH:7]=1.COCCOC.[F:15][C:16]1[CH:21]=[C:20]([F:22])[CH:19]=[CH:18][C:17]=1[N:23]1[CH:27]([C:28]2[CH:33]=[CH:32][C:31](B3OC(C)(C)C(C)(C)O3)=[CH:30][CH:29]=2)[CH2:26][C:25]([C:43]([C:49]([F:52])([F:51])[F:50])([C:45]([F:48])([F:47])[F:46])[OH:44])=[N:24]1.C(=O)([O-])[O-].[Na+].[Na+].